This data is from Catalyst prediction with 721,799 reactions and 888 catalyst types from USPTO. The task is: Predict which catalyst facilitates the given reaction. (1) Reactant: [Br:1][C:2]1[CH:7]=[CH:6][N:5]=[C:4]2[N:8]([S:11]([C:14]3[CH:19]=[CH:18][CH:17]=[CH:16][CH:15]=3)(=[O:13])=[O:12])[CH:9]=[CH:10][C:3]=12.[Li+].[CH3:21]C([N-]C(C)C)C.CI. Product: [Br:1][C:2]1[CH:7]=[CH:6][N:5]=[C:4]2[N:8]([S:11]([C:14]3[CH:19]=[CH:18][CH:17]=[CH:16][CH:15]=3)(=[O:13])=[O:12])[C:9]([CH3:21])=[CH:10][C:3]=12. The catalyst class is: 7. (2) Reactant: Br[CH2:2][C:3]([C:5]1[CH:10]=[CH:9][C:8]([C:11]2[CH:16]=[CH:15][CH:14]=[CH:13][N:12]=2)=[C:7]([O:17][CH3:18])[CH:6]=1)=O.[NH2:19][C:20]1[S:21][CH:22]=[CH:23][N:24]=1. Product: [CH3:18][O:17][C:7]1[CH:6]=[C:5]([C:3]2[N:19]=[C:20]3[N:24]([CH:2]=2)[CH:23]=[CH:22][S:21]3)[CH:10]=[CH:9][C:8]=1[C:11]1[CH:16]=[CH:15][CH:14]=[CH:13][N:12]=1. The catalyst class is: 8. (3) Reactant: [Br:1][C:2]1[CH:3]=[CH:4][C:5]([C:8]2([CH2:11]O)[CH2:10][CH2:9]2)=[N:6][CH:7]=1.[CH2:13]([N:15](CC)[CH2:16]C)C.CS(Cl)(=O)=O. Product: [Br:1][C:2]1[CH:3]=[CH:4][C:5]([C:8]2([CH2:11][N:15]([CH3:16])[CH3:13])[CH2:10][CH2:9]2)=[N:6][CH:7]=1. The catalyst class is: 4. (4) Reactant: C([O:4][C@@H:5]1[C@@H:12]([O:13]C(=O)C)[C@H:11]([O:17]C(=O)C)[C:8]2([CH2:10][CH2:9]2)[O:7][C@H:6]1[C:21]1[CH:26]=[CH:25][C:24]([Cl:27])=[C:23]([CH2:28][C:29]2[CH:30]=[CH:31][C:32]3[O:37][CH2:36][CH2:35][NH:34][C:33]=3[CH:38]=2)[CH:22]=1)(=O)C.C[O-].[Na+]. Product: [Cl:27][C:24]1[CH:25]=[CH:26][C:21]([C@H:6]2[C@H:5]([OH:4])[C@@H:12]([OH:13])[C@H:11]([OH:17])[C:8]3([CH2:10][CH2:9]3)[O:7]2)=[CH:22][C:23]=1[CH2:28][C:29]1[CH:30]=[CH:31][C:32]2[O:37][CH2:36][CH2:35][NH:34][C:33]=2[CH:38]=1. The catalyst class is: 5. (5) Reactant: [Cl-].[CH3:2][O:3]C[P+](C1C=CC=CC=1)(C1C=CC=CC=1)C1C=CC=CC=1.[CH3:24][C:25]([CH3:28])([O-])[CH3:26].[K+].[CH3:30][C:31]1[N:32]=[C:33]([C:39]2[CH:44]=[CH:43][C:42]([C:45]([F:48])([F:47])[F:46])=[CH:41][CH:40]=2)[S:34]C=1C(=O)C. The catalyst class is: 11. Product: [CH3:2][O:3][CH:24]=[C:25]([C:28]1[S:34][C:33]([C:39]2[CH:44]=[CH:43][C:42]([C:45]([F:48])([F:46])[F:47])=[CH:41][CH:40]=2)=[N:32][C:31]=1[CH3:30])[CH3:26].